This data is from Full USPTO retrosynthesis dataset with 1.9M reactions from patents (1976-2016). The task is: Predict the reactants needed to synthesize the given product. (1) Given the product [F:12][C:2]([F:1])([F:11])[C:3]1[S:7][C:6]([NH:15][C:18](=[O:27])[O:41][C:38]([CH3:40])([CH3:39])[CH3:37])=[CH:5][CH:4]=1, predict the reactants needed to synthesize it. The reactants are: [F:1][C:2]([F:12])([F:11])[C:3]1[S:7][C:6](C(O)=O)=[CH:5][CH:4]=1.C([N:15]([CH2:18]C)CC)C.C1(P(N=[N+]=[N-])(C2C=CC=CC=2)=[O:27])C=CC=CC=1.[CH3:37][C:38]([OH:41])([CH3:40])[CH3:39]. (2) Given the product [F:26][CH:27]([S:28]([C:31]1[CH:32]=[CH:33][CH:34]=[CH:35][CH:36]=1)(=[O:29])=[O:30])[C:7]1([OH:14])[C:8]2[C:13](=[CH:12][CH:11]=[CH:10][CH:9]=2)[N:5]([CH2:4][C:3]2[CH:16]=[CH:17][C:18]([C:20]3[CH:21]=[N:22][N:23]([CH3:25])[CH:24]=3)=[CH:19][C:2]=2[F:1])[C:6]1=[O:15], predict the reactants needed to synthesize it. The reactants are: [F:1][C:2]1[CH:19]=[C:18]([C:20]2[CH:21]=[N:22][N:23]([CH3:25])[CH:24]=2)[CH:17]=[CH:16][C:3]=1[CH2:4][N:5]1[C:13]2[C:8](=[CH:9][CH:10]=[CH:11][CH:12]=2)[C:7](=[O:14])[C:6]1=[O:15].[F:26][CH2:27][S:28]([C:31]1[CH:36]=[CH:35][CH:34]=[CH:33][CH:32]=1)(=[O:30])=[O:29].C[Si](C)(C)[N-][Si](C)(C)C.[Li+]. (3) Given the product [Br:1][C:2]1[N:6]([S:7]([C:10]2[CH:15]=[CH:14][CH:13]=[CH:12][CH:11]=2)(=[O:9])=[O:8])[CH:5]=[C:4]([CH:16]=[O:17])[C:3]=1[CH2:18][CH3:19], predict the reactants needed to synthesize it. The reactants are: [Br:1][C:2]1[N:6]([S:7]([C:10]2[CH:15]=[CH:14][CH:13]=[CH:12][CH:11]=2)(=[O:9])=[O:8])[CH:5]=[C:4]([CH2:16][OH:17])[C:3]=1[CH2:18][CH3:19].C[N+]1([O-])CCOCC1. (4) Given the product [C:1]([O:5][C:6]([N:8]1[CH2:13][CH:12]=[C:11]([C:60]2[CH:59]=[CH:58][N:57]=[C:56]3[N:52]([S:49]([C:43]4[CH:44]=[CH:45][CH:46]=[CH:47][CH:48]=4)(=[O:50])=[O:51])[CH:53]=[CH:54][C:55]=23)[CH2:10][CH2:9]1)=[O:7])([CH3:2])([CH3:3])[CH3:4], predict the reactants needed to synthesize it. The reactants are: [C:1]([O:5][C:6]([N:8]1[CH2:13][CH:12]=[C:11](B2OC(C)(C)C(C)(C)O2)[CH2:10][CH2:9]1)=[O:7])([CH3:4])([CH3:3])[CH3:2].C(OC(N1CCC(=O)CC1)=O)(C)(C)C.C([O-])([O-])=O.[K+].[K+].[C:43]1([S:49]([N:52]2[C:56]3=[N:57][CH:58]=[CH:59][C:60](Cl)=[C:55]3[CH:54]=[CH:53]2)(=[O:51])=[O:50])[CH:48]=[CH:47][CH:46]=[CH:45][CH:44]=1. (5) The reactants are: [Br:1][C:2]1[CH:7]=[CH:6][C:5]([CH2:8][C:9]([O:11][CH3:12])=[O:10])=[CH:4][CH:3]=1.[Br:13]N1C(=O)CCC1=O.C(OOC(=O)C1C=CC=CC=1)(=O)C1C=CC=CC=1. Given the product [Br:13][CH:8]([C:5]1[CH:4]=[CH:3][C:2]([Br:1])=[CH:7][CH:6]=1)[C:9]([O:11][CH3:12])=[O:10], predict the reactants needed to synthesize it. (6) Given the product [C:1]12([C:11]3[O:12][N:29]=[C:22]([CH2:23][C:24]4[S:25][CH:26]=[CH:27][CH:28]=4)[N:21]=3)[CH2:10][CH:5]3[CH2:6][CH:7]([CH2:9][CH:3]([CH2:4]3)[CH2:2]1)[CH2:8]2, predict the reactants needed to synthesize it. The reactants are: [C:1]12([C:11](Cl)=[O:12])[CH2:10][CH:5]3[CH2:6][CH:7]([CH2:9][CH:3]([CH2:4]3)[CH2:2]1)[CH2:8]2.N1C=CC=CC=1.O[NH:21][C:22](=[NH:29])[CH2:23][C:24]1[S:25][CH:26]=[CH:27][CH:28]=1.